This data is from Full USPTO retrosynthesis dataset with 1.9M reactions from patents (1976-2016). The task is: Predict the reactants needed to synthesize the given product. (1) Given the product [CH:6]1[CH2:5][CH2:4][CH:3]=[CH:2][CH:1]=1.[CH2:13]=[CH:8][CH:9]=[CH2:10], predict the reactants needed to synthesize it. The reactants are: [C:1]1(C)[CH:6]=[CH:5][CH:4]=[CH:3][CH:2]=1.[CH:8]1[CH2:13]CC=[CH:10][CH:9]=1.C=CC=C.Cl. (2) Given the product [Cl:3][C:2]1[N:1]=[C:8]([N:18]2[CH2:19][CH2:20][N:15]([CH3:14])[CH2:16][CH2:17]2)[N:7]=[C:5]([NH:11][CH3:10])[N:4]=1, predict the reactants needed to synthesize it. The reactants are: [N:1]1[C:8](Cl)=[N:7][C:5](Cl)=[N:4][C:2]=1[Cl:3].[CH3:10][NH2:11].[OH-].[Na+].[CH3:14][N:15]1[CH2:20][CH2:19][NH:18][CH2:17][CH2:16]1. (3) Given the product [C:20]([O:24][C:25](=[O:31])[NH:26][CH2:27][CH2:28][CH2:29][NH:2][C@H:3]1[C@H:4]([O:18][CH3:19])[CH2:5][C:6]2[C:11](=[CH:10][C:9]([C:15](=[O:16])[NH2:17])=[CH:8][CH:7]=2)[C:12]1([CH3:14])[CH3:13])([CH3:23])([CH3:22])[CH3:21], predict the reactants needed to synthesize it. The reactants are: Cl.[NH2:2][C@@H:3]1[C:12]([CH3:14])([CH3:13])[C:11]2[CH:10]=[C:9]([C:15]([NH2:17])=[O:16])[CH:8]=[CH:7][C:6]=2[CH2:5][C@H:4]1[O:18][CH3:19].[C:20]([O:24][C:25](=[O:31])[NH:26][CH2:27][CH2:28][CH:29]=O)([CH3:23])([CH3:22])[CH3:21].C(N(CC)C(C)C)(C)C.C(O[BH-](OC(=O)C)OC(=O)C)(=O)C.[Na+].C(=O)(O)[O-].[Na+]. (4) Given the product [Cl:1][C:2]1[CH:3]=[C:4]([C:8]#[C:9][C:10]2[N:11]=[C:12]([CH3:23])[N:13]([C:16]3[CH:21]=[CH:20][N:19]([CH3:24])[C:18](=[O:22])[CH:17]=3)[C:14]=2[CH3:15])[CH:5]=[CH:6][CH:7]=1, predict the reactants needed to synthesize it. The reactants are: [Cl:1][C:2]1[CH:3]=[C:4]([C:8]#[C:9][C:10]2[N:11]=[C:12]([CH3:23])[N:13]([C:16]3[CH:21]=[CH:20][NH:19][C:18](=[O:22])[CH:17]=3)[C:14]=2[CH3:15])[CH:5]=[CH:6][CH:7]=1.[CH3:24]I. (5) Given the product [F:47][C:43]1[CH:44]=[CH:45][CH:46]=[C:2]([F:1])[C:3]=1[CH2:4][N:5]1[C:10]2[S:11][C:12]([C:21]3[CH:26]=[CH:25][C:24]([NH:27][C:28]([NH:30][O:31][CH3:32])=[O:29])=[CH:23][CH:22]=3)=[C:13]([CH2:14][N:15]([CH2:16][CH2:17][O:18][CH3:19])[CH3:20])[C:9]=2[C:8](=[O:33])[N:7]([C:34]2[N:35]=[N:36][C:37]([OH:40])=[CH:38][CH:39]=2)[C:6]1=[O:42], predict the reactants needed to synthesize it. The reactants are: [F:1][C:2]1[CH:46]=[CH:45][CH:44]=[C:43]([F:47])[C:3]=1[CH2:4][N:5]1[C:10]2[S:11][C:12]([C:21]3[CH:26]=[CH:25][C:24]([NH:27][C:28]([NH:30][O:31][CH3:32])=[O:29])=[CH:23][CH:22]=3)=[C:13]([CH2:14][N:15]3[CH2:20][CH2:19][O:18][CH2:17][CH2:16]3)[C:9]=2[C:8](=[O:33])[N:7]([C:34]2[N:35]=[N:36][C:37]([O:40]C)=[CH:38][CH:39]=2)[C:6]1=[O:42].Cl.C(O)(=O)C.C(=O)(O)[O-].[Na+]. (6) Given the product [CH2:23]([C@@:14]12[CH2:15][CH2:16][C@:17]([OH:22])([CH2:19][CH2:20][CH3:21])[CH2:18][C@@H:13]1[CH2:12][CH2:11][CH2:10][C:9]1[CH:25]=[C:5]([C:3]([OH:4])=[O:2])[CH:6]=[CH:7][C:8]2=1)[CH3:24], predict the reactants needed to synthesize it. The reactants are: C[O:2][C:3]([C:5]1[CH:6]=[CH:7][C:8]2[C@:14]3([CH2:23][CH3:24])[CH2:15][CH2:16][C@:17]([OH:22])([CH2:19][CH2:20][CH3:21])[CH2:18][C@@H:13]3[CH2:12][CH2:11][CH2:10][C:9]=2[CH:25]=1)=[O:4].[Li+].[OH-].Cl.